Dataset: Reaction yield outcomes from USPTO patents with 853,638 reactions. Task: Predict the reaction yield, written as a fraction of the theoretical maximum amount of product (1.0 means a 100% yield; for example, 0.34 means a 34% yield). (1) The reactants are [Cl:1][C:2]1[CH:7]=[CH:6][C:5]([C:8]2[C:15]3[C:14](=[O:16])[N:13]=[C:12]([C:17]4[CH:22]=[CH:21][C:20]([Cl:23])=[CH:19][CH:18]=4)[C:11]=3[C:10](=[O:24])[N:9]=2)=[CH:4][CH:3]=1.[C:25]([O:35]C([O-])=O)([O:27][CH:28]([CH2:30][CH2:31][CH2:32][CH2:33][CH3:34])[CH3:29])=O. The catalyst is CN(C)C1C=CN=CC=1.O1CCCC1. The product is [CH3:29][CH:28]([O:27][C:25]([N:13]1[C:12]([C:17]2[CH:22]=[CH:21][C:20]([Cl:23])=[CH:19][CH:18]=2)=[C:11]2[C:15](=[C:8]([C:5]3[CH:4]=[CH:3][C:2]([Cl:1])=[CH:7][CH:6]=3)[N:9]([C:25]([O:27][CH:28]([CH2:30][CH2:31][CH2:32][CH2:33][CH3:34])[CH3:29])=[O:35])[C:10]2=[O:24])[C:14]1=[O:16])=[O:35])[CH2:30][CH2:31][CH2:32][CH2:33][CH3:34]. The yield is 0.450. (2) The reactants are [C:1](=[O:16])([O:14][CH3:15])[O:2][C:3]1[CH:8]=[CH:7][C:6]([F:9])=[CH:5][C:4]=1[C:10]([CH3:13])([CH3:12])[CH3:11].[N+:17]([O-:20])([OH:19])=[O:18]. The catalyst is OS(O)(=O)=O. The product is [C:1](=[O:16])([O:14][CH3:15])[O:2][C:3]1[CH:8]=[C:7]([N+:17]([O-:19])=[O:18])[C:6]([F:9])=[CH:5][C:4]=1[C:10]([CH3:11])([CH3:12])[CH3:13].[C:1](=[O:16])([O:14][CH3:15])[O:2][C:3]1[C:8]([N+:17]([O-:20])=[O:18])=[CH:7][C:6]([F:9])=[CH:5][C:4]=1[C:10]([CH3:11])([CH3:12])[CH3:13]. The yield is 0.550. (3) The reactants are Br[C:2]1[CH:3]=[C:4]([CH:8]2[CH2:17][C:16]([CH3:19])([CH3:18])[C:15]3[C:10](=[C:11]([CH3:21])[CH:12]=[C:13]([F:20])[CH:14]=3)[NH:9]2)[CH:5]=[CH:6][CH:7]=1.[NH2:22][C:23]([CH3:28])([CH3:27])[C:24]([OH:26])=[O:25].C(=O)([O-])[O-].[K+].[K+]. The catalyst is CS(C)=O.[Cu]I. The product is [F:20][C:13]1[CH:14]=[C:15]2[C:10](=[C:11]([CH3:21])[CH:12]=1)[NH:9][CH:8]([C:4]1[CH:3]=[C:2]([NH:22][C:23]([CH3:28])([CH3:27])[C:24]([OH:26])=[O:25])[CH:7]=[CH:6][CH:5]=1)[CH2:17][C:16]2([CH3:19])[CH3:18]. The yield is 0.301.